From a dataset of Full USPTO retrosynthesis dataset with 1.9M reactions from patents (1976-2016). Predict the reactants needed to synthesize the given product. (1) The reactants are: [NH2:1][C:2]1[C:10]2[C:5](=[CH:6][C:7]([C:11]3[CH:12]=[C:13]([CH:19]=[CH:20][CH:21]=3)[C:14]([O:16][CH2:17][CH3:18])=[O:15])=[CH:8][CH:9]=2)[NH:4][N:3]=1.ClCCl.[CH3:25][N:26]([CH:28]=O)[CH3:27]. Given the product [CH3:14][OH:15].[NH3:1].[CH3:25][N:26]1[CH2:28][CH2:27][N:26]([C:25]2[CH:20]=[CH:19][C:13]([C:14]([NH:1][C:2]3[C:10]4[C:5](=[CH:6][C:7]([C:11]5[CH:12]=[C:13]([CH:19]=[CH:20][CH:21]=5)[C:14]([O:16][CH2:17][CH3:18])=[O:15])=[CH:8][CH:9]=4)[NH:4][N:3]=3)=[O:15])=[CH:12][CH:11]=2)[CH2:28][CH2:27]1, predict the reactants needed to synthesize it. (2) Given the product [Cl:19][C:5]1[C:6]([N:8]2[CH2:13][CH2:12][CH:11]([C:14]([O:16][CH3:17])=[O:15])[CH2:10][CH2:9]2)=[N:7][C:2]([Cl:1])=[C:3]([I:18])[CH:4]=1, predict the reactants needed to synthesize it. The reactants are: [Cl:1][C:2]1[N:7]=[C:6]([N:8]2[CH2:13][CH2:12][CH:11]([C:14]([O:16][CH3:17])=[O:15])[CH2:10][CH2:9]2)[CH:5]=[CH:4][C:3]=1[I:18].[Cl:19]N1C(=O)CCC1=O.